This data is from Full USPTO retrosynthesis dataset with 1.9M reactions from patents (1976-2016). The task is: Predict the reactants needed to synthesize the given product. (1) Given the product [N:27]1[CH:32]=[C:31]([C:2]2[CH:7]=[CH:6][C:5]([NH:8][S:9]([C:12]3[S:16][C:15]4[CH:17]=[CH:18][C:19]([F:21])=[CH:20][C:14]=4[C:13]=3[CH3:22])(=[O:11])=[O:10])=[C:4]([C:23]([F:24])([F:25])[F:26])[CH:3]=2)[CH:30]=[N:29][CH:28]=1, predict the reactants needed to synthesize it. The reactants are: Br[C:2]1[CH:7]=[CH:6][C:5]([NH:8][S:9]([C:12]2[S:16][C:15]3[CH:17]=[CH:18][C:19]([F:21])=[CH:20][C:14]=3[C:13]=2[CH3:22])(=[O:11])=[O:10])=[C:4]([C:23]([F:26])([F:25])[F:24])[CH:3]=1.[N:27]1[CH:32]=[C:31](B(O)O)[CH:30]=[N:29][CH:28]=1. (2) Given the product [C:1]([C:3]1[CH:4]=[C:5]([CH:19]=[C:20]([I:23])[C:21]=1[OH:22])[C:6]([N:8]1[C:12]2[CH:13]=[CH:14][CH:15]=[CH:16][C:11]=2[S:10](=[O:18])(=[O:17])[CH2:9]1)=[O:7])#[N:2], predict the reactants needed to synthesize it. The reactants are: [C:1]([C:3]1[CH:4]=[C:5]([CH:19]=[CH:20][C:21]=1[OH:22])[C:6]([N:8]1[C:12]2[CH:13]=[CH:14][CH:15]=[CH:16][C:11]=2[S:10](=[O:18])(=[O:17])[CH2:9]1)=[O:7])#[N:2].[I:23]N1C(=O)CCC1=O.FC(F)(F)S(O)(=O)=O. (3) Given the product [Br:28][C:5]1[C:6](=[O:20])[N:7]([CH2:8][CH2:9][C:10]2[CH:11]=[CH:12][C:13]([C:14]([O:16][CH3:17])=[O:15])=[CH:18][CH:19]=2)[C:2]([CH3:1])=[CH:3][CH:4]=1, predict the reactants needed to synthesize it. The reactants are: [CH3:1][C:2]1[N:7]([CH2:8][CH2:9][C:10]2[CH:19]=[CH:18][C:13]([C:14]([O:16][CH3:17])=[O:15])=[CH:12][CH:11]=2)[C:6](=[O:20])[CH:5]=[CH:4][CH:3]=1.C1C(=O)N([Br:28])C(=O)C1.O.C(OCC)(=O)C.